Dataset: Forward reaction prediction with 1.9M reactions from USPTO patents (1976-2016). Task: Predict the product of the given reaction. (1) Given the reactants [C:1]1([S:7]([N:10]2[C:14]3[N:15]=[CH:16][N:17]=[C:18]([CH:19]4[CH2:21][CH2:20]4)[C:13]=3[C:12](I)=[CH:11]2)(=[O:9])=[O:8])[CH:6]=[CH:5][CH:4]=[CH:3][CH:2]=1.C([Mg]Cl)(C)C.[C:28]([O:32][C:33](=[O:52])[N:34]([C:43]1[CH:48]=[CH:47][C:46]([CH:49]=[O:50])=[C:45]([F:51])[N:44]=1)[C:35]1[CH:36]=[N:37][C:38]([O:41][CH3:42])=[CH:39][CH:40]=1)([CH3:31])([CH3:30])[CH3:29].O, predict the reaction product. The product is: [C:28]([O:32][C:33](=[O:52])[N:34]([C:43]1[CH:48]=[CH:47][C:46]([CH:49]([C:12]2[C:13]3[C:18]([CH:19]4[CH2:21][CH2:20]4)=[N:17][CH:16]=[N:15][C:14]=3[N:10]([S:7]([C:1]3[CH:6]=[CH:5][CH:4]=[CH:3][CH:2]=3)(=[O:9])=[O:8])[CH:11]=2)[OH:50])=[C:45]([F:51])[N:44]=1)[C:35]1[CH:36]=[N:37][C:38]([O:41][CH3:42])=[CH:39][CH:40]=1)([CH3:31])([CH3:29])[CH3:30]. (2) Given the reactants [CH2:1]([O:7][C:8]1[C:9](=[O:20])[O:10][C:11]2[C:18]([OH:19])=[CH:17][CH:16]=[CH:15][C:12]=2[C:13]=1[OH:14])[CH2:2][CH2:3][CH2:4][CH2:5][CH3:6].Br[CH2:22][CH2:23][C:24]([O:26][CH2:27][CH3:28])=[O:25], predict the reaction product. The product is: [CH2:1]([O:7][C:8]1[C:9](=[O:20])[O:10][C:11]2[C:18]([O:19][CH2:22][CH2:23][C:24]([O:26][CH2:27][CH3:28])=[O:25])=[CH:17][CH:16]=[CH:15][C:12]=2[C:13]=1[OH:14])[CH2:2][CH2:3][CH2:4][CH2:5][CH3:6]. (3) Given the reactants [N+:1]([C:4]1[CH:22]=[CH:21][C:7]([O:8][CH2:9][CH2:10][O:11][CH2:12][CH2:13][O:14][CH2:15][CH2:16][O:17][CH2:18][CH2:19][NH2:20])=[CH:6][CH:5]=1)([O-:3])=[O:2].[O:23]=[C:24]1[CH:29]([N:30]2[C:38](=[O:39])[C:37]3[C:32](=[CH:33][CH:34]=[CH:35][C:36]=3F)[C:31]2=[O:41])[CH2:28][CH2:27][C:26](=[O:42])[NH:25]1.C(N(C(C)C)C(C)C)C.O, predict the reaction product. The product is: [O:23]=[C:24]1[CH:29]([N:30]2[C:38](=[O:39])[C:37]3[C:32](=[CH:33][CH:34]=[CH:35][C:36]=3[NH:20][CH2:19][CH2:18][O:17][CH2:16][CH2:15][O:14][CH2:13][CH2:12][O:11][CH2:10][CH2:9][O:8][C:7]3[CH:6]=[CH:5][C:4]([N+:1]([O-:3])=[O:2])=[CH:22][CH:21]=3)[C:31]2=[O:41])[CH2:28][CH2:27][C:26](=[O:42])[NH:25]1. (4) Given the reactants CC(OI1(OC(C)=O)(OC(C)=O)OC(=O)C2C=CC=CC1=2)=O.[F:23][C:24]([F:70])([F:69])[C:25]1[CH:26]=[C:27]([C@H:35]2[O:39][C:38](=[O:40])[N:37]([CH2:41][C:42]3[CH:47]=[C:46]([C:48]([F:51])([F:50])[F:49])[CH:45]=[CH:44][C:43]=3[C:52]3[C:57]([Cl:58])=[CH:56][CH:55]=[C:54]([C:59]4[CH:64]=[CH:63][C:62]([CH2:65][OH:66])=[CH:61][C:60]=4[CH3:67])[CH:53]=3)[C@H:36]2[CH3:68])[CH:28]=[C:29]([C:31]([F:34])([F:33])[F:32])[CH:30]=1.CCOC(C)=O.CCCCCC, predict the reaction product. The product is: [F:70][C:24]([F:23])([F:69])[C:25]1[CH:26]=[C:27]([C@H:35]2[O:39][C:38](=[O:40])[N:37]([CH2:41][C:42]3[CH:47]=[C:46]([C:48]([F:49])([F:51])[F:50])[CH:45]=[CH:44][C:43]=3[C:52]3[CH:53]=[C:54]([C:59]4[CH:64]=[CH:63][C:62]([CH:65]=[O:66])=[CH:61][C:60]=4[CH3:67])[CH:55]=[CH:56][C:57]=3[Cl:58])[C@H:36]2[CH3:68])[CH:28]=[C:29]([C:31]([F:34])([F:33])[F:32])[CH:30]=1.